The task is: Predict which catalyst facilitates the given reaction.. This data is from Catalyst prediction with 721,799 reactions and 888 catalyst types from USPTO. (1) Reactant: [Br:1]Br.[F:3][CH:4]([F:19])[O:5][C:6]1[N:10]([CH3:11])[N:9]=[C:8]([C:12]2[CH:17]=[CH:16][C:15]([F:18])=[CH:14][CH:13]=2)[CH:7]=1. Product: [Br:1][C:7]1[C:8]([C:12]2[CH:17]=[CH:16][C:15]([F:18])=[CH:14][CH:13]=2)=[N:9][N:10]([CH3:11])[C:6]=1[O:5][CH:4]([F:3])[F:19]. The catalyst class is: 4. (2) Reactant: [C:1]([C:3]1[CH:8]=[CH:7][CH:6]=[CH:5][N:4]=1)#[CH:2].C[Si]([N:13]=[N+:14]=[N-:15])(C)C.CCOCC. Product: [N:13]1[NH:14][N:15]=[C:1]([C:3]2[CH:8]=[CH:7][CH:6]=[CH:5][N:4]=2)[CH:2]=1. The catalyst class is: 6. (3) Reactant: [I:1][C:2]1[C:6]2=[N:7][CH:8]=[C:9]([C:11]3[C:12]([CH3:17])=[N:13][O:14][C:15]=3[CH3:16])[CH:10]=[C:5]2[NH:4][CH:3]=1.[N:18]1[CH:23]=[CH:22][CH:21]=[CH:20][C:19]=1[C:24](O)([CH3:26])[CH3:25].O(P(C1C=CC=CC=1)C1C=CC=CC=1)C1C=CC=CC=1.C(OC(/N=N/C(=O)OCC)=O)C. Product: [I:1][C:2]1[C:6]2=[N:7][CH:8]=[C:9]([C:11]3[C:12]([CH3:17])=[N:13][O:14][C:15]=3[CH3:16])[CH:10]=[C:5]2[N:4]([C:24]([CH3:26])([C:19]2[CH:20]=[CH:21][CH:22]=[CH:23][N:18]=2)[CH3:25])[CH:3]=1. The catalyst class is: 182. (4) Reactant: [F:1][C:2]([F:25])([F:24])[S:3]([N:6](S(C(F)(F)F)(=O)=O)[C:7]1[CH:8]=[C:9]([CH:14]=[CH:15][CH:16]=1)[C:10]([O:12]C)=[O:11])(=[O:5])=[O:4].[OH-].[Na+].CO.O. Product: [F:24][C:2]([F:1])([F:25])[S:3]([NH:6][C:7]1[CH:8]=[C:9]([CH:14]=[CH:15][CH:16]=1)[C:10]([OH:12])=[O:11])(=[O:4])=[O:5]. The catalyst class is: 33. (5) Reactant: [CH3:1][O:2][C:3]1[C:4]([OH:21])=[CH:5][C:6]([OH:20])=[C:7]2[C:12](=[O:13])[CH:11]=[C:10]([C:14]3[CH:15]=[CH:16][CH:17]=[CH:18][CH:19]=3)[O:9][C:8]=12.[CH2:22]=O.[CH3:24][NH:25][CH3:26]. Product: [CH3:24][N:25]([CH2:22][C:5]1[C:6]([OH:20])=[C:7]2[C:8](=[C:3]([O:2][CH3:1])[C:4]=1[OH:21])[O:9][C:10]([C:14]1[CH:19]=[CH:18][CH:17]=[CH:16][CH:15]=1)=[CH:11][C:12]2=[O:13])[CH3:26]. The catalyst class is: 5.